Dataset: Reaction yield outcomes from USPTO patents with 853,638 reactions. Task: Predict the reaction yield, written as a fraction of the theoretical maximum amount of product (1.0 means a 100% yield; for example, 0.34 means a 34% yield). (1) The reactants are [CH:1](=O)[C:2]1[CH:7]=[CH:6][C:5]([O:8][CH3:9])=[CH:4][CH:3]=1.[C:11]1([CH2:17][CH2:18][CH2:19][NH2:20])[CH:16]=[CH:15][CH:14]=[CH:13][CH:12]=1.O. The catalyst is C1(C)C=CC=CC=1. The product is [CH3:9][O:8][C:5]1[CH:6]=[CH:7][C:2]([CH:1]=[N:20][CH2:19][CH2:18][CH2:17][C:11]2[CH:16]=[CH:15][CH:14]=[CH:13][CH:12]=2)=[CH:3][CH:4]=1. The yield is 1.00. (2) The product is [CH2:1]([O:3][C:4](=[O:29])[CH2:5][CH2:6][CH2:7][O:8][C:9]1[CH:14]=[CH:13][CH:12]=[C:11]([CH2:15][CH2:16][CH2:17][CH2:18][CH2:19][CH2:20][O:38][C:33]2[CH:32]=[C:31]([Br:30])[CH:36]=[C:35]([Br:37])[CH:34]=2)[C:10]=1[CH2:22][CH2:23][C:24]([O:26][CH2:27][CH3:28])=[O:25])[CH3:2]. The yield is 0.990. The reactants are [CH2:1]([O:3][C:4](=[O:29])[CH2:5][CH2:6][CH2:7][O:8][C:9]1[CH:14]=[CH:13][CH:12]=[C:11]([CH2:15][CH2:16][CH2:17][CH2:18][CH2:19][CH2:20]Br)[C:10]=1[CH2:22][CH2:23][C:24]([O:26][CH2:27][CH3:28])=[O:25])[CH3:2].[Br:30][C:31]1[CH:32]=[C:33]([OH:38])[CH:34]=[C:35]([Br:37])[CH:36]=1.C(=O)([O-])[O-].[K+].[K+].CN(C)C=O. The catalyst is O.CC(C)=O. (3) The reactants are [H-].[Na+].[Br:3][C:4]1[C:12]2[C:7](=[N:8][CH:9]=[N:10][C:11]=2Cl)[NH:6][N:5]=1.C[Si](C)(C)C[CH2:17][O:18]CCl. The catalyst is CN(C=O)C.O. The product is [Br:3][C:4]1[C:12]2[C:7](=[N:8][CH:9]=[N:10][C:11]=2[O:18][CH3:17])[NH:6][N:5]=1. The yield is 0.350. (4) The reactants are [C:1]([C:3]1[C:4]([CH2:19][C:20]2[CH:29]=[CH:28][C:27]3[C:22](=[CH:23][CH:24]=[CH:25][CH:26]=3)[CH:21]=2)=[C:5]([C:14]([O:16][CH2:17][CH3:18])=[O:15])[S:6][C:7]=1[N:8]1[CH2:13][CH2:12][O:11][CH2:10][CH2:9]1)#[N:2].[CH3:30]I. The catalyst is CN(C)C=O. The product is [C:1]([C:3]1[C:4]([CH:19]([C:20]2[CH:29]=[CH:28][C:27]3[C:22](=[CH:23][CH:24]=[CH:25][CH:26]=3)[CH:21]=2)[CH3:30])=[C:5]([C:14]([O:16][CH2:17][CH3:18])=[O:15])[S:6][C:7]=1[N:8]1[CH2:13][CH2:12][O:11][CH2:10][CH2:9]1)#[N:2]. The yield is 0.787. (5) The yield is 0.510. The reactants are CS(O[CH2:6][C@H:7]1[CH2:12][CH2:11][C@H:10]([NH:13][C:14]([O:16][C:17]([CH3:20])([CH3:19])[CH3:18])=[O:15])[CH2:9][CH2:8]1)(=O)=O.CCN(C(C)C)C(C)C.[F:30][C:31]([F:40])([F:39])[C:32]1[CH:33]=[C:34]([SH:38])[CH:35]=[CH:36][CH:37]=1. The product is [F:40][C:31]([F:30])([F:39])[C:32]1[CH:33]=[C:34]([S:38][CH2:6][C@H:7]2[CH2:8][CH2:9][C@H:10]([NH:13][C:14](=[O:15])[O:16][C:17]([CH3:18])([CH3:19])[CH3:20])[CH2:11][CH2:12]2)[CH:35]=[CH:36][CH:37]=1. The catalyst is CC#N. (6) The reactants are [C:1]([C:5]1[CH:10]=[CH:9][C:8]([N+:11]([O-:13])=[O:12])=[CH:7][CH:6]=1)([CH3:4])([CH3:3])[CH3:2].[Br:14]Br.S([O-])(O)=O.[Na+]. The catalyst is S(=O)(=O)(O)O.S([O-])([O-])(=O)=O.[Ag+2]. The product is [Br:14][C:10]1[CH:9]=[C:8]([N+:11]([O-:13])=[O:12])[CH:7]=[CH:6][C:5]=1[C:1]([CH3:4])([CH3:2])[CH3:3]. The yield is 0.980. (7) The reactants are [Cl:1][C:2]1[CH:7]=[CH:6][C:5]([CH2:8][N:9]2[C:17](=[O:18])[C:16]3[C:11](=[CH:12][CH:13]=[CH:14][CH:15]=3)[C:10]2=[O:19])=[CH:4][C:3]=1[O:20]C.B(Br)(Br)Br.CC[O:28]C(C)=O. The catalyst is C(Cl)Cl. The product is [Cl:1][C:2]1[CH:7]=[CH:6][C:5]([CH2:8][NH:9][C:17]([C:16]2[CH:15]=[CH:14][CH:13]=[CH:12][C:11]=2[C:10]([OH:28])=[O:19])=[O:18])=[CH:4][C:3]=1[OH:20]. The yield is 0.420. (8) The reactants are [CH2:1]([C:3]([C:13]1[CH:26]=[CH:25][C:16]([O:17][CH2:18][C:19](=[O:24])[C:20]([CH3:23])([CH3:22])[CH3:21])=[C:15]([CH3:27])[CH:14]=1)([C:6]1[CH:11]=[CH:10][C:9](I)=[CH:8][CH:7]=1)[CH2:4][CH3:5])[CH3:2].[CH3:28][N:29](C=O)C. The catalyst is CCOCC.[C-]#N.[C-]#N.[Zn+2].C1C=CC(/C=C/C(/C=C/C2C=CC=CC=2)=O)=CC=1.C1C=CC(/C=C/C(/C=C/C2C=CC=CC=2)=O)=CC=1.C1C=CC(/C=C/C(/C=C/C2C=CC=CC=2)=O)=CC=1.[Pd].[Pd].C1C=CC(P(C2C=CC=CC=2)[C-]2C=CC=C2)=CC=1.C1C=CC(P(C2C=CC=CC=2)[C-]2C=CC=C2)=CC=1.[Fe+2]. The product is [CH3:21][C:20]([CH3:23])([CH3:22])[C:19](=[O:24])[CH2:18][O:17][C:16]1[CH:25]=[CH:26][C:13]([C:3]([C:6]2[CH:11]=[CH:10][C:9]([C:28]#[N:29])=[CH:8][CH:7]=2)([CH2:4][CH3:5])[CH2:1][CH3:2])=[CH:14][C:15]=1[CH3:27]. The yield is 0.460.